Predict the reactants needed to synthesize the given product. From a dataset of Full USPTO retrosynthesis dataset with 1.9M reactions from patents (1976-2016). (1) The reactants are: [C:1]1([CH2:13][CH2:14][NH2:15])[CH:2]=[N:3][N:4]2[CH:9]=[CH:8][C:7]3[O:10][CH:11]=[CH:12][C:6]=3[C:5]=12.C(N(CC)CC)C.[C:23](O[C:23](=[O:26])[CH2:24][CH3:25])(=[O:26])[CH2:24][CH3:25]. Given the product [C:1]1([CH2:13][CH2:14][NH:15][C:23](=[O:26])[CH2:24][CH3:25])[CH:2]=[N:3][N:4]2[CH:9]=[CH:8][C:7]3[O:10][CH:11]=[CH:12][C:6]=3[C:5]=12, predict the reactants needed to synthesize it. (2) Given the product [Br:1][C:2]1[CH:7]=[C:6]([F:8])[C:5]([O:9][CH2:10][CH2:11][CH2:12][S:16]([CH3:25])(=[O:21])=[O:17])=[CH:4][C:3]=1[F:15], predict the reactants needed to synthesize it. The reactants are: [Br:1][C:2]1[CH:7]=[C:6]([F:8])[C:5]([O:9][CH2:10][CH2:11][CH2:12]SC)=[CH:4][C:3]=1[F:15].[S:16]([O-:21])(O[O-])(=O)=[O:17].[K+].[K+].O1CCC[CH2:25]1. (3) Given the product [CH2:19]([NH:18][C:16]([N:15]1[C@H:13]2[CH2:12][CH2:11][C@@H:10]1[CH2:9][N:8]([C:6]1[CH:5]=[CH:4][N:3]=[C:2]([NH:21][C:22]3[CH:23]=[N:24][NH:25][CH:26]=3)[N:7]=1)[CH2:14]2)=[O:17])[CH3:20], predict the reactants needed to synthesize it. The reactants are: Cl[C:2]1[N:7]=[C:6]([N:8]2[CH2:14][C@H:13]3[N:15]([C:16]([NH:18][CH2:19][CH3:20])=[O:17])[C@H:10]([CH2:11][CH2:12]3)[CH2:9]2)[CH:5]=[CH:4][N:3]=1.[NH2:21][C:22]1[CH:23]=[N:24][N:25](C(OC(C)(C)C)=O)[CH:26]=1.CC1(C)C2C(=C(P(C3C=CC=CC=3)C3C=CC=CC=3)C=CC=2)OC2C(P(C3C=CC=CC=3)C3C=CC=CC=3)=CC=CC1=2. (4) The reactants are: Br[C:2]1[CH:3]=[C:4]2[C:9](=[CH:10][CH:11]=1)[N:8]=[C:7]([Cl:12])[C:6]([CH2:13][OH:14])=[CH:5]2.[C:15]1([CH3:24])[CH:20]=[CH:19][CH:18]=[CH:17][C:16]=1B(O)O.C([O-])(=O)C.[K+]. Given the product [Cl:12][C:7]1[C:6]([CH2:13][OH:14])=[CH:5][C:4]2[C:9](=[CH:10][CH:11]=[C:2]([C:16]3[CH:17]=[CH:18][CH:19]=[CH:20][C:15]=3[CH3:24])[CH:3]=2)[N:8]=1, predict the reactants needed to synthesize it. (5) Given the product [Cl:1][C:2]1[CH:7]=[CH:6][C:5]([S:8]([N:11]([C:15]2[CH:20]=[C:19]([Cl:21])[CH:18]=[CH:17][C:16]=2[C:22]([C:23]2[C:24]3[CH:31]=[CH:30][N:29]([Si:32]([C:35]([CH3:37])([CH3:38])[CH3:36])([CH3:33])[CH3:34])[C:25]=3[N:26]=[CH:27][CH:28]=2)=[O:39])[CH2:12][O:13][CH3:14])(=[O:9])=[O:10])=[CH:4][C:3]=1[C:40]([F:43])([F:42])[F:41], predict the reactants needed to synthesize it. The reactants are: [Cl:1][C:2]1[CH:7]=[CH:6][C:5]([S:8]([N:11]([C:15]2[CH:20]=[C:19]([Cl:21])[CH:18]=[CH:17][C:16]=2[CH:22]([OH:39])[C:23]2[CH:28]=[CH:27][N:26]=[C:25]3[N:29]([Si:32]([C:35]([CH3:38])([CH3:37])[CH3:36])([CH3:34])[CH3:33])[CH:30]=[CH:31][C:24]=23)[CH2:12][O:13][CH3:14])(=[O:10])=[O:9])=[CH:4][C:3]=1[C:40]([F:43])([F:42])[F:41].CC(OI1(OC(C)=O)(OC(C)=O)OC(=O)C2C=CC=CC1=2)=O.[O-]S([O-])(=S)=O.[Na+].[Na+].C([O-])(O)=O.[Na+].